From a dataset of Forward reaction prediction with 1.9M reactions from USPTO patents (1976-2016). Predict the product of the given reaction. (1) The product is: [C:1]1([O:7][S:8]([O-:11])(=[O:10])=[O:9])[CH:2]=[CH:3][CH:4]=[CH:5][CH:6]=1.[CH3:22][C:23]1[CH:24]=[CH:25][C:26]([I+:29][C:30]2[CH:35]=[CH:34][C:33]([CH2:36][CH:37]([CH3:39])[CH3:38])=[CH:32][CH:31]=2)=[CH:27][CH:28]=1. Given the reactants [C:1]1([O:7][S:8]([O-:11])(=[O:10])=[O:9])[CH:6]=[CH:5][CH:4]=[CH:3][CH:2]=1.C[N+](C)(C)C.S([O-])(O)(=O)=O.[CH3:22][C:23]1[CH:28]=[CH:27][C:26]([I+:29][C:30]2[CH:35]=[CH:34][C:33]([CH2:36][CH:37]([CH3:39])[CH3:38])=[CH:32][CH:31]=2)=[CH:25][CH:24]=1.C(Cl)Cl, predict the reaction product. (2) The product is: [O:10]=[C:7]([CH2:8][CH3:9])[CH:6]([C:5](=[O:11])[CH2:4][CH3:3])[CH2:20][C:19]1[CH:22]=[CH:23][C:16]([C:14]#[N:15])=[CH:17][CH:18]=1. Given the reactants [H-].[Na+].[CH3:3][CH2:4][C:5](=[O:11])[CH2:6][C:7](=[O:10])[CH2:8][CH3:9].[I-].[Na+].[C:14]([C:16]1[CH:23]=[CH:22][C:19]([CH2:20]Br)=[CH:18][CH:17]=1)#[N:15], predict the reaction product. (3) Given the reactants CC1N=C(C(=O)C[C:10]2[CH:19]=[CH:18][C:17]3[C:12](=[CH:13][CH:14]=[CH:15][N:16]=3)[N:11]=2)C=CC=1.C[N:22]([CH:24]=O)C.[CH3:26][C:27]([N:29]([CH3:31])C)=O.O.[NH2:33]N.[CH3:35][CH2:36][CH2:37][CH2:38][CH3:39], predict the reaction product. The product is: [CH3:35][C:36]1[N:33]=[C:31]([N:29]2[CH:27]=[C:26]([C:14]3[CH:15]=[N:16][C:17]4[C:12]([CH:13]=3)=[N:11][CH:10]=[CH:19][CH:18]=4)[CH:24]=[N:22]2)[CH:39]=[CH:38][CH:37]=1. (4) Given the reactants CC(OC(/N=N/C(OC(C)C)=O)=O)C.[F:15][C:16]([F:32])([F:31])[CH:17]1[CH2:22][CH2:21][C:20]([C:23]2[N:28]=[CH:27][N:26]=[C:25]([CH2:29]O)[CH:24]=2)=[CH:19][CH2:18]1.[C:33]1(=[O:43])[C:41]2[C:36](=[CH:37][CH:38]=[CH:39][CH:40]=2)[C:35](=[O:42])[NH:34]1.C1C=CC(P(C2C=CC=CC=2)C2C=CC=CC=2)=CC=1, predict the reaction product. The product is: [F:15][C:16]([F:32])([F:31])[CH:17]1[CH2:22][CH2:21][C:20]([C:23]2[N:28]=[CH:27][N:26]=[C:25]([CH2:29][N:34]3[C:35](=[O:42])[C:36]4[C:41](=[CH:40][CH:39]=[CH:38][CH:37]=4)[C:33]3=[O:43])[CH:24]=2)=[CH:19][CH2:18]1. (5) Given the reactants [CH3:1][C:2]1[C:6]([C:7]2[N:12]3[CH:13]=[CH:14][N:15]=[C:11]3[CH:10]=[C:9]([C:16]3[CH:21]=[CH:20][C:19]([N:22]4[CH2:27][CH2:26][O:25][CH2:24][CH2:23]4)=[CH:18][CH:17]=3)[N:8]=2)=[CH:5][NH:4][N:3]=1.[CH:28]1([CH:33]=[CH:34][C:35]#[N:36])[CH2:32][CH2:31][CH2:30][CH2:29]1.C1CCN2C(=NCCC2)CC1, predict the reaction product. The product is: [CH:28]1([CH:33]([N:4]2[CH:5]=[C:6]([C:7]3[N:12]4[CH:13]=[CH:14][N:15]=[C:11]4[CH:10]=[C:9]([C:16]4[CH:21]=[CH:20][C:19]([N:22]5[CH2:27][CH2:26][O:25][CH2:24][CH2:23]5)=[CH:18][CH:17]=4)[N:8]=3)[C:2]([CH3:1])=[N:3]2)[CH2:34][C:35]#[N:36])[CH2:32][CH2:31][CH2:30][CH2:29]1. (6) The product is: [CH3:45][O:27][N:26]=[C:25]([C:16]1[C:15]([CH2:14][N:7]([CH2:6][C:5]2[CH:34]=[C:35]([C:37]([F:40])([F:38])[F:39])[CH:36]=[C:3]([C:2]([F:41])([F:1])[F:42])[CH:4]=2)[C:8]2[N:9]=[N:10][N:11]([CH3:13])[N:12]=2)=[CH:20][C:19]([C:21]([F:23])([F:24])[F:22])=[CH:18][N:17]=1)[CH:28]1[CH2:33][CH2:32][CH2:31][CH2:30][CH2:29]1. Given the reactants [F:1][C:2]([F:42])([F:41])[C:3]1[CH:4]=[C:5]([CH:34]=[C:35]([C:37]([F:40])([F:39])[F:38])[CH:36]=1)[CH2:6][N:7]([CH2:14][C:15]1[C:16]([C:25]([CH:28]2[CH2:33][CH2:32][CH2:31][CH2:30][CH2:29]2)=[N:26][OH:27])=[N:17][CH:18]=[C:19]([C:21]([F:24])([F:23])[F:22])[CH:20]=1)[C:8]1[N:9]=[N:10][N:11]([CH3:13])[N:12]=1.[H-].[Na+].[CH3:45]I, predict the reaction product.